Dataset: Peptide-MHC class I binding affinity with 185,985 pairs from IEDB/IMGT. Task: Regression. Given a peptide amino acid sequence and an MHC pseudo amino acid sequence, predict their binding affinity value. This is MHC class I binding data. (1) The peptide sequence is RKHHTKIDS. The MHC is HLA-A24:02 with pseudo-sequence HLA-A24:02. The binding affinity (normalized) is 0.0561. (2) The peptide sequence is RHVKPTGSAVVGLSM. The MHC is HLA-B37:01 with pseudo-sequence HLA-B37:01. The binding affinity (normalized) is 0. (3) The peptide sequence is TINVNSLALK. The MHC is HLA-A33:01 with pseudo-sequence HLA-A33:01. The binding affinity (normalized) is 0.234. (4) The peptide sequence is KEKGGLEGM. The MHC is HLA-A31:01 with pseudo-sequence HLA-A31:01. The binding affinity (normalized) is 0.0283. (5) The peptide sequence is AVVADLSAR. The MHC is HLA-A31:01 with pseudo-sequence HLA-A31:01. The binding affinity (normalized) is 0.697. (6) The binding affinity (normalized) is 0.0847. The peptide sequence is IQIQATETA. The MHC is HLA-A29:02 with pseudo-sequence HLA-A29:02.